Task: Predict which catalyst facilitates the given reaction.. Dataset: Catalyst prediction with 721,799 reactions and 888 catalyst types from USPTO (1) Reactant: [Br:1][C:2]1[S:6][C:5]([CH2:7][CH2:8][O:9][Si:10]([CH:17]([CH3:19])[CH3:18])([CH:14]([CH3:16])[CH3:15])[CH:11]([CH3:13])[CH3:12])=[CH:4][CH:3]=1.[Li+].CC([N-]C(C)C)C.C1C(=O)N([I:35])C(=O)C1. Product: [Br:1][C:2]1[S:6][C:5]([CH2:7][CH2:8][O:9][Si:10]([CH:11]([CH3:13])[CH3:12])([CH:17]([CH3:19])[CH3:18])[CH:14]([CH3:16])[CH3:15])=[CH:4][C:3]=1[I:35]. The catalyst class is: 1. (2) Reactant: Br[CH:2]=[CH:3][CH3:4].[CH:5]1[CH:6]=[CH:7][C:8]([C:27]([OH:29])=[O:28])=[C:9]([C:11]2[C:21]3[CH:22]=[CH:23][C:24]([OH:26])=[CH:25][C:20]=3[O:19][C:18]3[C:12]=2[CH:13]=[CH:14][C:15]([CH:17]=3)=[O:16])[CH:10]=1.C([O-])([O-])=O.[K+].[K+]. Product: [CH2:4]([O:29][C:27](=[O:28])[C:8]1[CH:7]=[CH:6][CH:5]=[CH:10][C:9]=1[C:11]1[C:12]2[C:18]([O:19][C:20]3[C:21]=1[CH:22]=[CH:23][C:24](=[O:26])[CH:25]=3)=[CH:17][C:15]([OH:16])=[CH:14][CH:13]=2)[CH:3]=[CH2:2]. The catalyst class is: 3. (3) Reactant: [F:1][C:2]([F:17])([F:16])[C:3]1[CH:4]=[C:5](B(O)O)[CH:6]=[C:7]([C:9]([F:12])([F:11])[F:10])[CH:8]=1.[F:18][C:19]1[CH:20]=[C:21]([CH:31]([NH:33][C:34]([C:36]2[N:37]=[C:38](Cl)[S:39][CH:40]=2)=[O:35])[CH3:32])[CH:22]=[C:23]([F:30])[C:24]=1[NH:25][S:26]([CH3:29])(=[O:28])=[O:27].C([O-])([O-])=O.[Cs+].[Cs+]. Product: [F:30][C:23]1[CH:22]=[C:21]([CH:31]([NH:33][C:34]([C:36]2[N:37]=[C:38]([C:5]3[CH:4]=[C:3]([C:2]([F:17])([F:16])[F:1])[CH:8]=[C:7]([C:9]([F:12])([F:11])[F:10])[CH:6]=3)[S:39][CH:40]=2)=[O:35])[CH3:32])[CH:20]=[C:19]([F:18])[C:24]=1[NH:25][S:26]([CH3:29])(=[O:28])=[O:27]. The catalyst class is: 235. (4) Reactant: CN(C(ON1N=NC2C=CC=NC1=2)=[N+](C)C)C.F[P-](F)(F)(F)(F)F.[C:25]([O:29][C:30]([NH:32][C@@H:33]([C@H:45]([CH3:53])[CH2:46][CH:47]([CH3:52])[CH2:48][CH2:49][CH:50]=[CH2:51])[C:34]([N:36]1[CH2:40][C@H:39]([OH:41])[CH2:38][C@H:37]1[C:42](O)=[O:43])=[O:35])=[O:31])([CH3:28])([CH3:27])[CH3:26].C1(C)C=CC(S(O)(=O)=O)=CC=1.[NH2:65][C@:66]1([C:71]([NH:73][S:74]([CH:77]2[CH2:79][CH2:78]2)(=[O:76])=[O:75])=[O:72])[CH2:68][C@H:67]1[CH:69]=[CH2:70].CCN(C(C)C)C(C)C. Product: [CH:77]1([S:74]([NH:73][C:71]([C@@:66]2([NH:65][C:42]([C@@H:37]3[CH2:38][C@@H:39]([OH:41])[CH2:40][N:36]3[C:34](=[O:35])[C@@H:33]([NH:32][C:30](=[O:31])[O:29][C:25]([CH3:26])([CH3:28])[CH3:27])[C@H:45]([CH3:53])[CH2:46][CH:47]([CH3:52])[CH2:48][CH2:49][CH:50]=[CH2:51])=[O:43])[CH2:68][C@H:67]2[CH:69]=[CH2:70])=[O:72])(=[O:76])=[O:75])[CH2:79][CH2:78]1. The catalyst class is: 2. (5) Reactant: [CH3:1][O:2][C:3]([CH3:14])([CH3:13])[CH2:4][N:5]1[CH:9]=[CH:8][C:7]([N+:10]([O-])=O)=[N:6]1.[H][H]. Product: [CH3:1][O:2][C:3]([CH3:14])([CH3:13])[CH2:4][N:5]1[CH:9]=[CH:8][C:7]([NH2:10])=[N:6]1. The catalyst class is: 63.